Predict the reactants needed to synthesize the given product. From a dataset of Full USPTO retrosynthesis dataset with 1.9M reactions from patents (1976-2016). (1) Given the product [NH2:44][C:40]1[O:41][CH2:42][CH2:43][C@:38]([C:36]2[CH:37]=[C:32]([NH:31][C:9](=[O:11])[C:6]3[CH:5]=[CH:4][C:3]([C:1]#[N:2])=[CH:8][N:7]=3)[CH:33]=[CH:34][C:35]=2[F:48])([CH:45]([F:46])[F:47])[N:39]=1, predict the reactants needed to synthesize it. The reactants are: [C:1]([C:3]1[CH:4]=[CH:5][C:6]([C:9]([OH:11])=O)=[N:7][CH:8]=1)#[N:2].O.[Cl-].COC1N=C(OC)N=C([N+]2(C)CCOCC2)N=1.[NH2:31][C:32]1[CH:33]=[CH:34][C:35]([F:48])=[C:36]([C@:38]2([CH:45]([F:47])[F:46])[CH2:43][CH2:42][O:41][C:40]([NH2:44])=[N:39]2)[CH:37]=1.C([O-])([O-])=O.[Na+].[Na+]. (2) Given the product [CH2:11]([C@@:15]1([C:33]([O:32][CH2:25][C:26]2[CH:31]=[CH:30][CH:29]=[CH:28][CH:27]=2)=[O:34])[C@H:18]([CH2:19][CH2:20][CH2:21][CH2:22][CH3:23])[O:17][C:16]1=[O:24])[CH2:12][CH2:13][CH3:14], predict the reactants needed to synthesize it. The reactants are: C[Si]([N-][Si](C)(C)C)(C)C.[Na+].[CH2:11]([C@@H:15]1[C@@H:18]([CH2:19][CH2:20][CH2:21][CH2:22][CH3:23])[O:17][C:16]1=[O:24])[CH2:12][CH2:13][CH3:14].[CH2:25]([O:32][C:33](Cl)=[O:34])[C:26]1[CH:31]=[CH:30][CH:29]=[CH:28][CH:27]=1. (3) Given the product [Cl:1][C:2]1[C:7]2[N:8]([CH2:11][C:12]([OH:17])=[O:13])[CH:9]=[N:10][C:6]=2[CH:5]=[CH:4][C:3]=1[F:14], predict the reactants needed to synthesize it. The reactants are: [Cl:1][C:2]1[C:7]2[N:8]([CH2:11][CH2:12][OH:13])[CH:9]=[N:10][C:6]=2[CH:5]=[CH:4][C:3]=1[F:14].CC(O)=[O:17].